Dataset: Reaction yield outcomes from USPTO patents with 853,638 reactions. Task: Predict the reaction yield, written as a fraction of the theoretical maximum amount of product (1.0 means a 100% yield; for example, 0.34 means a 34% yield). (1) The reactants are C(OC([N:8]([CH:12]1[CH2:17][CH2:16][N:15]([CH2:18][C:19]2[CH:20]=[N:21][CH:22]=[CH:23][C:24]=2[O:25][CH3:26])[CH2:14][CH2:13]1)[CH:9]([CH3:11])[CH3:10])=O)(C)(C)C.Cl. The catalyst is O1CCOCC1. The product is [CH:9]([NH:8][CH:12]1[CH2:13][CH2:14][N:15]([CH2:18][C:19]2[CH:20]=[N:21][CH:22]=[CH:23][C:24]=2[O:25][CH3:26])[CH2:16][CH2:17]1)([CH3:11])[CH3:10]. The yield is 0.650. (2) The reactants are [NH2:1][C:2]1[CH:7]=[CH:6][CH:5]=[CH:4][C:3]=1[S:8]([NH2:11])(=[O:10])=[O:9].[Cl:12][C:13]1[CH:14]=[C:15]([NH:23][C:24](OC2C=CC=CC=2)=[O:25])[C:16](=[CH:21][CH:22]=1)[C:17](OC)=[O:18]. No catalyst specified. The product is [NH2:1][C:2]1[CH:7]=[CH:6][CH:5]=[CH:4][C:3]=1[S:8]([N:11]1[C:17](=[O:18])[C:16]2[C:15](=[CH:14][C:13]([Cl:12])=[CH:22][CH:21]=2)[NH:23][C:24]1=[O:25])(=[O:9])=[O:10]. The yield is 0.580.